This data is from Catalyst prediction with 721,799 reactions and 888 catalyst types from USPTO. The task is: Predict which catalyst facilitates the given reaction. (1) Reactant: [CH3:1][S:2][C:3]1[CH:8]=[CH:7][C:6]([C:9]2[C:17]3[C:12](=[CH:13][CH:14]=[C:15]([C:18]4[N:22]=[CH:21][N:20](C(C5C=CC=CC=5)(C5C=CC=CC=5)C5C=CC=CC=5)[N:19]=4)[CH:16]=3)[N:11](C3CCCCO3)[N:10]=2)=[CH:5][CH:4]=1.C(Cl)Cl.ClC1C=C(C=CC=1)C(OO)=[O:56]. Product: [NH:19]1[C:18]([C:15]2[CH:16]=[C:17]3[C:12](=[CH:13][CH:14]=2)[NH:11][N:10]=[C:9]3[C:6]2[CH:7]=[CH:8][C:3]([S:2]([CH3:1])=[O:56])=[CH:4][CH:5]=2)=[N:22][CH:21]=[N:20]1. The catalyst class is: 25. (2) Reactant: COC1C=C(C=CC=1OC)C[NH:7][C:8]1[N:13]2[N:14]=[C:15]([C:17]3[O:18][CH:19]=[CH:20][CH:21]=3)[N:16]=[C:12]2[CH:11]=[C:10]([CH2:22][O:23][C:24]2[CH:29]=[CH:28][CH:27]=[CH:26][C:25]=2[C:30]([OH:33])([CH3:32])[CH3:31])[N:9]=1.O.C(C1C(=O)C(Cl)=C(Cl)C(=O)C=1C#N)#N.C(=O)(O)[O-].[Na+]. Product: [NH2:7][C:8]1[N:13]2[N:14]=[C:15]([C:17]3[O:18][CH:19]=[CH:20][CH:21]=3)[N:16]=[C:12]2[CH:11]=[C:10]([CH2:22][O:23][C:24]2[CH:29]=[CH:28][CH:27]=[CH:26][C:25]=2[C:30]([OH:33])([CH3:31])[CH3:32])[N:9]=1. The catalyst class is: 22. (3) Reactant: Br[C:2]1[CH:3]=[N:4][CH:5]=[C:6]([Br:8])[CH:7]=1.[CH3:9][C:10]1[C:14](B2OC(C)(C)C(C)(C)O2)=[C:13]([CH3:24])[O:12][N:11]=1.C(=O)([O-])[O-].[K+].[K+]. Product: [Br:8][C:6]1[CH:7]=[C:2]([C:14]2[C:10]([CH3:9])=[N:11][O:12][C:13]=2[CH3:24])[CH:3]=[N:4][CH:5]=1. The catalyst class is: 38. (4) Reactant: [OH:1][C:2]1[CH:9]=[CH:8][C:5]([CH:6]=[O:7])=[CH:4][CH:3]=1.Br[CH2:11][CH2:12][NH:13][C:14](=[O:20])[O:15][C:16]([CH3:19])([CH3:18])[CH3:17].C(=O)([O-])[O-].[Cs+].[Cs+].[I-].[Na+]. Product: [CH:6]([C:5]1[CH:8]=[CH:9][C:2]([O:1][CH2:11][CH2:12][NH:13][C:14](=[O:20])[O:15][C:16]([CH3:19])([CH3:18])[CH3:17])=[CH:3][CH:4]=1)=[O:7]. The catalyst class is: 18. (5) Reactant: Br[C:2]1[CH:3]=[C:4]([CH:9]=[C:10]([C:12]([N:14]([CH2:18][CH2:19][CH3:20])[CH2:15][CH2:16][CH3:17])=[O:13])[CH:11]=1)[C:5]([O:7][CH3:8])=[O:6].C1(P(C2C=CC=CC=2)CCCP(C2C=CC=CC=2)C2C=CC=CC=2)C=CC=CC=1.C[Si](C)(C)N[Si](C)(C)C.C(N(C(C)C)CC)(C)C.C[N:69]1CCC[C:70]1=[O:74]. Product: [NH2:69][C:70]([C:2]1[CH:3]=[C:4]([CH:9]=[C:10]([C:12]([N:14]([CH2:18][CH2:19][CH3:20])[CH2:15][CH2:16][CH3:17])=[O:13])[CH:11]=1)[C:5]([O:7][CH3:8])=[O:6])=[O:74]. The catalyst class is: 167. (6) Product: [C:6]1([CH:5]2[C:2]3([CH2:1][O:14]3)[O:3][CH2:4]2)[CH:11]=[CH:10][CH:9]=[CH:8][CH:7]=1. Reactant: [CH2:1]=[C:2]1[CH:5]([C:6]2[CH:11]=[CH:10][CH:9]=[CH:8][CH:7]=2)[CH2:4][O:3]1.CC1(C)O[O:14]1. The catalyst class is: 2. (7) Reactant: I([O-])(=O)(=O)=O.[Na+].[I:7]I.[F:9][C:10]1[CH:15]=[CH:14][C:13]([CH2:16][CH2:17][C:18]([O:20][CH3:21])=[O:19])=[CH:12][CH:11]=1. Product: [F:9][C:10]1[CH:11]=[CH:12][C:13]([CH2:16][CH2:17][C:18]([O:20][CH3:21])=[O:19])=[CH:14][C:15]=1[I:7]. The catalyst class is: 65. (8) Reactant: Cl[C:2]1[C:11]([CH:12]=[O:13])=[CH:10][C:9]2[C:4](=[CH:5][CH:6]=[C:7]([O:14][CH3:15])[CH:8]=2)[N:3]=1.[NH2:16][CH2:17][CH2:18][NH:19][C:20](=[O:22])[CH3:21]. Product: [CH:12]([C:11]1[C:2]([NH:16][CH2:17][CH2:18][NH:19][C:20](=[O:22])[CH3:21])=[N:3][C:4]2[C:9]([CH:10]=1)=[CH:8][C:7]([O:14][CH3:15])=[CH:6][CH:5]=2)=[O:13]. The catalyst class is: 1. (9) Reactant: [OH-].[Na+].[CH:3]1([C:6]2[CH:11]=[C:10]([CH2:12][N:13]3[CH2:16][C:15]4([CH2:20][C:19]([C@H:21]5[CH2:26][CH2:25][C@H:24]([C:27]([O:29]C)=[O:28])[CH2:23][CH2:22]5)=[N:18][O:17]4)[CH2:14]3)[CH:9]=[C:8]([O:31][CH2:32][CH2:33][CH3:34])[C:7]=2[C:35]2[CH:40]=[CH:39][C:38]([F:41])=[CH:37][CH:36]=2)[CH2:5][CH2:4]1. Product: [CH:3]1([C:6]2[CH:11]=[C:10]([CH2:12][N:13]3[CH2:16][C:15]4([CH2:20][C:19]([C@H:21]5[CH2:22][CH2:23][C@H:24]([C:27]([OH:29])=[O:28])[CH2:25][CH2:26]5)=[N:18][O:17]4)[CH2:14]3)[CH:9]=[C:8]([O:31][CH2:32][CH2:33][CH3:34])[C:7]=2[C:35]2[CH:40]=[CH:39][C:38]([F:41])=[CH:37][CH:36]=2)[CH2:5][CH2:4]1. The catalyst class is: 8. (10) Product: [Br:8][C:12]1[CH:13]=[CH:14][C:9]([N:15]([C:37]2[CH:42]=[CH:41][C:40]([CH3:43])=[CH:39][CH:38]=2)[C:16]2[CH:17]=[CH:18][C:19]([N:22]([C:30]3[CH:31]=[CH:32][C:33]([CH3:36])=[CH:34][CH:35]=3)[C:23](=[O:29])[O:24][C:25]([CH3:28])([CH3:27])[CH3:26])=[CH:20][CH:21]=2)=[CH:10][CH:11]=1. The catalyst class is: 6. Reactant: C1C(=O)N([Br:8])C(=O)C1.[C:9]1([N:15]([C:37]2[CH:42]=[CH:41][C:40]([CH3:43])=[CH:39][CH:38]=2)[C:16]2[CH:21]=[CH:20][C:19]([N:22]([C:30]3[CH:35]=[CH:34][C:33]([CH3:36])=[CH:32][CH:31]=3)[C:23](=[O:29])[O:24][C:25]([CH3:28])([CH3:27])[CH3:26])=[CH:18][CH:17]=2)[CH:14]=[CH:13][CH:12]=[CH:11][CH:10]=1.